Dataset: Catalyst prediction with 721,799 reactions and 888 catalyst types from USPTO. Task: Predict which catalyst facilitates the given reaction. Reactant: [Cl:1][C:2]1[CH:3]=[CH:4][C:5]2[O:9][C:8](=[O:10])[N:7]([CH2:11][C:12]([O:14]C(C)(C)C)=[O:13])[C:6]=2[CH:19]=1.C(O)(C(F)(F)F)=O. Product: [Cl:1][C:2]1[CH:3]=[CH:4][C:5]2[O:9][C:8](=[O:10])[N:7]([CH2:11][C:12]([OH:14])=[O:13])[C:6]=2[CH:19]=1. The catalyst class is: 4.